Dataset: Peptide-MHC class I binding affinity with 185,985 pairs from IEDB/IMGT. Task: Regression. Given a peptide amino acid sequence and an MHC pseudo amino acid sequence, predict their binding affinity value. This is MHC class I binding data. (1) The peptide sequence is ELNKGWFGA. The MHC is HLA-A03:01 with pseudo-sequence HLA-A03:01. The binding affinity (normalized) is 0.0847. (2) The peptide sequence is SILDRIDTR. The MHC is HLA-A31:01 with pseudo-sequence HLA-A31:01. The binding affinity (normalized) is 0.606. (3) The peptide sequence is DTVLFNAGL. The MHC is HLA-B40:01 with pseudo-sequence HLA-B40:01. The binding affinity (normalized) is 0.0847. (4) The peptide sequence is ERSDKSYEH. The MHC is HLA-A69:01 with pseudo-sequence HLA-A69:01. The binding affinity (normalized) is 0.0847. (5) The peptide sequence is HEGDIVPLF. The binding affinity (normalized) is 0.402. The MHC is HLA-B15:17 with pseudo-sequence HLA-B15:17. (6) The peptide sequence is TTEANAGQF. The MHC is HLA-A23:01 with pseudo-sequence HLA-A23:01. The binding affinity (normalized) is 0.0847. (7) The peptide sequence is AEWGWTATM. The MHC is HLA-B48:01 with pseudo-sequence HLA-B48:01. The binding affinity (normalized) is 0.0847. (8) The peptide sequence is AAASSLLYK. The MHC is HLA-A02:02 with pseudo-sequence HLA-A02:02. The binding affinity (normalized) is 0.